From a dataset of Full USPTO retrosynthesis dataset with 1.9M reactions from patents (1976-2016). Predict the reactants needed to synthesize the given product. (1) Given the product [C:25]([NH:24][C:22]1[CH:21]=[CH:20][C:19]([S:28](=[O:47])(=[O:46])[NH:29][CH:30]([CH2:38][C:39]([O:41][C:42]([CH3:45])([CH3:44])[CH3:43])=[O:40])[CH:31]([O:35][CH2:36][CH3:37])[O:32][CH2:33][CH3:34])=[C:18]([CH:23]=1)[O:17][CH2:16][CH2:15][C:8]1[C:9]2[C:14](=[CH:13][CH:12]=[CH:11][CH:10]=2)[C:5]([C:3]([OH:4])=[O:2])=[CH:6][CH:7]=1)(=[O:27])[CH3:26], predict the reactants needed to synthesize it. The reactants are: C[O:2][C:3]([C:5]1[C:14]2[C:9](=[CH:10][CH:11]=[CH:12][CH:13]=2)[C:8]([CH2:15][CH2:16][O:17][C:18]2[CH:23]=[C:22]([NH:24][C:25](=[O:27])[CH3:26])[CH:21]=[CH:20][C:19]=2[S:28](=[O:47])(=[O:46])[NH:29][CH:30]([CH2:38][C:39]([O:41][C:42]([CH3:45])([CH3:44])[CH3:43])=[O:40])[CH:31]([O:35][CH2:36][CH3:37])[O:32][CH2:33][CH3:34])=[CH:7][CH:6]=1)=[O:4].[OH-].[Li+].Cl. (2) Given the product [ClH:22].[N:1]1([CH2:6][C:7]2[CH:8]=[CH:9][C:10]([CH2:11][N:12]3[CH:16]=[C:15]([C:17]([NH:24][CH2:25][C:26]4[CH:27]=[CH:28][C:29]([C:30](=[NH:31])[NH2:32])=[CH:33][CH:34]=4)=[O:19])[CH:14]=[N:13]3)=[CH:20][CH:21]=2)[CH:5]=[CH:4][CH:3]=[N:2]1, predict the reactants needed to synthesize it. The reactants are: [N:1]1([CH2:6][C:7]2[CH:21]=[CH:20][C:10]([CH2:11][N:12]3[CH:16]=[C:15]([C:17]([OH:19])=O)[CH:14]=[N:13]3)=[CH:9][CH:8]=2)[CH:5]=[CH:4][CH:3]=[N:2]1.[ClH:22].Cl.[NH2:24][CH2:25][C:26]1[CH:34]=[CH:33][C:29]([C:30]([NH2:32])=[NH:31])=[CH:28][CH:27]=1.CCN(C(C)C)C(C)C.CN(C(ON1N=NC2C=CC=CC1=2)=[N+](C)C)C.F[P-](F)(F)(F)(F)F. (3) The reactants are: [CH3:1][O:2][C:3](=[O:32])[NH:4][CH:5]([C:9]([N:11]1[CH2:15][CH2:14][CH2:13][CH:12]1[C:16]1[NH:17][C:18]([C:21]2[CH:30]=[CH:29][C:28]3[C:23](=[CH:24][CH:25]=[C:26](Br)[CH:27]=3)[CH:22]=2)=[CH:19][N:20]=1)=[O:10])[CH:6]([CH3:8])[CH3:7].C(OC(N1CCCC1C1NC(C2C=CC3C(=CC=C([C:60]4[CH:65]=[CH:64][C:63]([C:66]5[NH:67][C:68]([CH:71]6[CH:76]7[CH2:77][CH:73]([CH2:74][CH2:75]7)[N:72]6[C:78](=[O:88])[CH:79]([NH:83][C:84]([O:86][CH3:87])=[O:85])[CH:80]([CH3:82])[CH3:81])=[N:69][CH:70]=5)=[CH:62][CH:61]=4)C=3)C=2)=CN=1)=O)(C)(C)C. Given the product [CH3:1][O:2][C:3](=[O:32])[NH:4][CH:5]([C:9]([N:11]1[CH2:15][CH2:14][CH2:13][CH:12]1[C:16]1[NH:17][C:18]([C:21]2[CH:30]=[CH:29][C:28]3[C:23](=[CH:24][CH:25]=[C:26]([C:60]4[CH:61]=[CH:62][C:63]([C:66]5[NH:67][C:68]([CH:71]6[CH:76]7[CH2:77][CH:73]([CH2:74][CH2:75]7)[N:72]6[C:78](=[O:88])[CH:79]([NH:83][C:84]([O:86][CH3:87])=[O:85])[CH:80]([CH3:82])[CH3:81])=[N:69][CH:70]=5)=[CH:64][CH:65]=4)[CH:27]=3)[CH:22]=2)=[CH:19][N:20]=1)=[O:10])[CH:6]([CH3:8])[CH3:7], predict the reactants needed to synthesize it. (4) Given the product [CH3:1][N:2]1[CH:6]=[C:5]([NH:7][C:8]([NH:10][C:11]2[CH:16]=[CH:15][C:14]([O:17][C:18]([F:20])([F:19])[F:21])=[CH:13][CH:12]=2)=[O:9])[N:4]=[C:3]1[C:22]([N:56]1[CH2:57][CH2:58][N:53]([C:48]2[CH:49]=[CH:50][CH:51]=[CH:52][N:47]=2)[CH2:54][CH2:55]1)=[O:23], predict the reactants needed to synthesize it. The reactants are: [CH3:1][N:2]1[CH:6]=[C:5]([NH:7][C:8]([NH:10][C:11]2[CH:16]=[CH:15][C:14]([O:17][C:18]([F:21])([F:20])[F:19])=[CH:13][CH:12]=2)=[O:9])[N:4]=[C:3]1[C:22](O)=[O:23].F[B-](F)(F)F.N1(OC(N(C)C)=[N+](C)C)C2C=CC=CC=2N=N1.[N:47]1[CH:52]=[CH:51][CH:50]=[CH:49][C:48]=1[N:53]1[CH2:58][CH2:57][NH:56][CH2:55][CH2:54]1. (5) Given the product [Cl:1][C:2]1[C:10]2[C:5](=[C:6]([C@H:12]([O:14][CH2:15][C:16]3([C:29]4[CH:30]=[CH:31][C:32]([F:35])=[CH:33][CH:34]=4)[CH2:21][CH2:20][NH:19][CH2:18][CH2:17]3)[CH3:13])[CH:7]=[C:8]([Cl:11])[CH:9]=2)[NH:4][N:3]=1, predict the reactants needed to synthesize it. The reactants are: [Cl:1][C:2]1[C:10]2[C:5](=[C:6]([C@H:12]([O:14][CH2:15][C:16]3([C:29]4[CH:34]=[CH:33][C:32]([F:35])=[CH:31][CH:30]=4)[CH2:21][CH2:20][N:19](C(OC(C)(C)C)=O)[CH2:18][CH2:17]3)[CH3:13])[CH:7]=[C:8]([Cl:11])[CH:9]=2)[NH:4][N:3]=1. (6) The reactants are: [CH:1]1([CH:7]=O)[CH2:6][CH2:5][CH2:4][CH2:3][CH2:2]1.[NH:9]([C:11](=[S:13])[NH2:12])[NH2:10].[BH4-].[Na+]. Given the product [CH:1]1([CH2:7][NH:10][NH:9][C:11](=[S:13])[NH2:12])[CH2:6][CH2:5][CH2:4][CH2:3][CH2:2]1, predict the reactants needed to synthesize it. (7) Given the product [NH2:7][C:4]1[CH:3]=[C:2]([CH3:1])[N:6]([C:15]([O:17][C:18]([CH3:21])([CH3:20])[CH3:19])=[O:16])[N:5]=1, predict the reactants needed to synthesize it. The reactants are: [CH3:1][C:2]1[NH:6][N:5]=[C:4]([NH2:7])[CH:3]=1.C(N(CC)CC)C.[C:15](O[C:15]([O:17][C:18]([CH3:21])([CH3:20])[CH3:19])=[O:16])([O:17][C:18]([CH3:21])([CH3:20])[CH3:19])=[O:16].